This data is from Forward reaction prediction with 1.9M reactions from USPTO patents (1976-2016). The task is: Predict the product of the given reaction. Given the reactants [Br:1][C:2]1[CH:7]=[C:6](F)[CH:5]=[C:4]([F:9])[CH:3]=1.[CH3:10][O-:11].[Na+], predict the reaction product. The product is: [Br:1][C:2]1[CH:7]=[C:6]([O:11][CH3:10])[CH:5]=[C:4]([F:9])[CH:3]=1.